This data is from Full USPTO retrosynthesis dataset with 1.9M reactions from patents (1976-2016). The task is: Predict the reactants needed to synthesize the given product. (1) Given the product [Cl:1][C:2]1[N:7]=[CH:6][C:5]([C:8]([N:10]2[CH2:16][CH2:15][CH2:14][N:13]([CH:17]3[CH2:20][CH2:19][CH2:18]3)[CH2:12][CH2:11]2)=[O:9])=[CH:4][CH:3]=1, predict the reactants needed to synthesize it. The reactants are: [Cl:1][C:2]1[N:7]=[CH:6][C:5]([C:8]([N:10]2[CH2:16][CH2:15][CH2:14][NH:13][CH2:12][CH2:11]2)=[O:9])=[CH:4][CH:3]=1.[C:17]1(=O)[CH2:20][CH2:19][CH2:18]1.C(O[BH-](OC(=O)C)OC(=O)C)(=O)C.[Na+].[OH-].[Na+]. (2) Given the product [Cl:24][C:25]1[CH:26]=[C:27]2[C:31](=[CH:32][CH:33]=1)[NH:30][C:29](=[O:34])[C:28]2=[CH:7][C:6]1[CH:5]=[C:4]([CH:1]([CH3:3])[CH3:2])[C:11]([O:12][CH2:13][CH2:14][N:15]2[CH2:20][CH2:19][O:18][CH2:17][CH2:16]2)=[C:10]([CH:21]([CH3:23])[CH3:22])[CH:9]=1, predict the reactants needed to synthesize it. The reactants are: [CH:1]([C:4]1[CH:5]=[C:6]([CH:9]=[C:10]([CH:21]([CH3:23])[CH3:22])[C:11]=1[O:12][CH2:13][CH2:14][N:15]1[CH2:20][CH2:19][O:18][CH2:17][CH2:16]1)[CH:7]=O)([CH3:3])[CH3:2].[Cl:24][C:25]1[CH:26]=[C:27]2[C:31](=[CH:32][CH:33]=1)[NH:30][C:29](=[O:34])[CH2:28]2.N1CCCC1.Cl. (3) The reactants are: [CH2:1]([N:8]([CH3:17])[C:9]1[CH:10]=[C:11]([NH2:16])[CH:12]=[CH:13][C:14]=1[CH3:15])[C:2]1[CH:7]=[CH:6][CH:5]=[CH:4][CH:3]=1.[OH:18][C:19]1[CH:24]=[CH:23][N:22]=[C:21](SC)[N:20]=1. Given the product [CH2:1]([N:8]([CH3:17])[C:9]1[CH:10]=[C:11]([NH:16][C:21]2[N:20]=[C:19]([OH:18])[CH:24]=[CH:23][N:22]=2)[CH:12]=[CH:13][C:14]=1[CH3:15])[C:2]1[CH:7]=[CH:6][CH:5]=[CH:4][CH:3]=1, predict the reactants needed to synthesize it. (4) Given the product [CH2:23]([O:22]/[CH:20]=[CH:21]/[C:2]1[CH:3]=[C:4]([S:16]([NH2:19])(=[O:18])=[O:17])[CH:5]=[N:6][C:7]=1[NH:8][CH2:9][CH:10]1[CH2:15][CH2:14][O:13][CH2:12][CH2:11]1)[CH3:24], predict the reactants needed to synthesize it. The reactants are: Br[C:2]1[CH:3]=[C:4]([S:16]([NH2:19])(=[O:18])=[O:17])[CH:5]=[N:6][C:7]=1[NH:8][CH2:9][CH:10]1[CH2:15][CH2:14][O:13][CH2:12][CH2:11]1.[CH2:20]([O:22]/[CH:23]=[CH:24]/B1OC(C)(C)C(C)(C)O1)[CH3:21].C1(P(C2CCCCC2)C2C=CC=CC=2C2C(OC)=CC=CC=2OC)CCCCC1.P([O-])([O-])([O-])=O.[K+].[K+].[K+]. (5) Given the product [Cl:24][C:25]1[CH:26]=[C:27]([NH:31][C:32]([O:23][CH2:22][CH2:21][C:5]2[CH:6]=[C:7]([CH2:10][CH:11]([O:17][CH:18]([CH3:19])[CH3:20])[C:12]([OH:14])=[O:13])[CH:8]=[CH:9][C:4]=2[O:3][CH2:1][CH3:2])=[O:33])[CH:28]=[CH:29][CH:30]=1, predict the reactants needed to synthesize it. The reactants are: [CH2:1]([O:3][C:4]1[CH:9]=[CH:8][C:7]([CH2:10][CH:11]([O:17][CH:18]([CH3:20])[CH3:19])[C:12]([O:14]CC)=[O:13])=[CH:6][C:5]=1[CH2:21][CH2:22][OH:23])[CH3:2].[Cl:24][C:25]1[CH:26]=[C:27]([N:31]=[C:32]=[O:33])[CH:28]=[CH:29][CH:30]=1. (6) Given the product [Cl:1][C:2]1[N:7]=[C:6]2[NH:8][CH:9]=[CH:10][C:5]2=[C:4]([O:37][C:33]2[C:34]([F:36])=[CH:35][C:30]([NH2:29])=[CH:31][C:32]=2[F:38])[CH:3]=1, predict the reactants needed to synthesize it. The reactants are: [Cl:1][C:2]1[N:7]=[C:6]2[NH:8][CH:9]=[CH:10][C:5]2=[C:4]([N+]([O-])=O)[CH:3]=1.C(=O)([O-])[O-].[K+].[K+].S(S([O-])=O)([O-])=O.[Na+].[Na+].Cl.[NH2:29][C:30]1[CH:35]=[C:34]([F:36])[C:33]([OH:37])=[C:32]([F:38])[CH:31]=1. (7) Given the product [Cl:34][C:35]1[C:36]([NH:41][C:2]2[CH:3]=[C:4]3[C:31](=[CH:32][CH:33]=2)[O:30][CH2:29][C:25]2([CH2:28][O:27][CH2:26]2)[C:5]23[CH2:9][O:8][C:7]([NH2:10])=[N:6]2)=[N:37][CH:38]=[CH:39][CH:40]=1, predict the reactants needed to synthesize it. The reactants are: Br[C:2]1[CH:3]=[C:4]2[C:31](=[CH:32][CH:33]=1)[O:30][CH2:29][C:25]1([CH2:28][O:27][CH2:26]1)[C:5]12[CH2:9][O:8][C:7]([N:10](C(OC(C)(C)C)=O)C(OC(C)(C)C)=O)=[N:6]1.[Cl:34][C:35]1[C:36]([NH2:41])=[N:37][CH:38]=[CH:39][CH:40]=1.C(P(C(C)(C)C)C1C=CC=CC=1C1C(C(C)C)=CC(C(C)C)=CC=1C(C)C)(C)(C)C.C([O-])([O-])=O.[Cs+].[Cs+]. (8) Given the product [O:21]=[C:15]1[CH:14]([N:7]2[C:6](=[O:22])[C:5]3[C:9](=[CH:10][CH:11]=[CH:12][C:4]=3[CH2:3][NH:2][C:54](=[O:55])[CH2:53][C:50]3[C:49]4[CH:57]=[CH:58][C:46]([O:45][CH3:44])=[CH:47][C:48]=4[O:52][CH:51]=3)[C:8]2=[O:13])[CH2:19][CH2:18][C:17](=[O:20])[NH:16]1, predict the reactants needed to synthesize it. The reactants are: Cl.[NH2:2][CH2:3][C:4]1[CH:12]=[CH:11][CH:10]=[C:9]2[C:5]=1[C:6](=[O:22])[N:7]([CH:14]1[CH2:19][CH2:18][C:17](=[O:20])[NH:16][C:15]1=[O:21])[C:8]2=[O:13].N12CCCN=C1CCCCC2.ON1C2C=CC=CC=2N=N1.[CH3:44][O:45][C:46]1[CH:58]=[CH:57][C:49]2[C:50]([CH2:53][C:54](O)=[O:55])=[CH:51][O:52][C:48]=2[CH:47]=1.Cl.CN(C)CCCN=C=NCC. (9) Given the product [NH2:9][C:8]1[N:18]([C:12]2[C:11]([Br:10])=[CH:16][CH:15]=[CH:14][C:13]=2[Br:17])[N:19]=[CH:4][C:5]=1[C:6]#[N:7], predict the reactants needed to synthesize it. The reactants are: C(O[CH:4]=[C:5]([C:8]#[N:9])[C:6]#[N:7])C.[Br:10][C:11]1[CH:16]=[CH:15][CH:14]=[C:13]([Br:17])[C:12]=1[NH:18][NH2:19]. (10) Given the product [I:25][C:3]1[CH:8]=[CH:7][C:6]2[C:9]3[S:10][C:11]4[CH:18]=[C:17]([CH2:19][CH3:20])[CH:16]=[CH:15][C:12]=4[C:13]=3[S:14][C:5]=2[CH:4]=1, predict the reactants needed to synthesize it. The reactants are: Cl.N[C:3]1[CH:8]=[CH:7][C:6]2[C:9]3[S:10][C:11]4[CH:18]=[C:17]([CH2:19][CH3:20])[CH:16]=[CH:15][C:12]=4[C:13]=3[S:14][C:5]=2[CH:4]=1.N([O-])=O.[Na+].[I-:25].[K+].